This data is from Experimentally validated miRNA-target interactions with 360,000+ pairs, plus equal number of negative samples. The task is: Binary Classification. Given a miRNA mature sequence and a target amino acid sequence, predict their likelihood of interaction. (1) The miRNA is mmu-miR-143-5p with sequence GGUGCAGUGCUGCAUCUCUGG. The protein sequence of the target gene is MKVSVAALSCLMLVAVLGSQAQFINDAETELMMSKLPLENPVVLNSFHFAADCCTSYISQSIPCSLMKSYFETSSECSKPGVIFLTKKGRQVCAKPSGPGVQDCMKKLKPYSI. Result: 0 (no interaction). (2) The miRNA is hsa-miR-615-5p with sequence GGGGGUCCCCGGUGCUCGGAUC. The protein sequence of the target gene is MVMEKPSPLLVGREFVRQYYTLLNQAPDMLHRFYGKNSSYVHGGLDSNGKPADAVYGQKEIHRKVMSQNFTNCHTKIRHVDAHATLNDGVVVQVMGLLSNNNQALRRFMQTFVLAPEGSVANKFYVHNDIFRYQDEVFGGFVTEPQEESEEEVEEPEERQQTPEVVPDDSGTFYDQAVVSNDMEEHLEEPVAEPEPDPEPEPEQEPVSEIQEEKPEPVLEETAPEDAQKSSSPAPADIAQTVQEDLRTFSWASVTSKNLPPSGAVPVTGIPPHVVKVPASQPRPESKPESQIPPQRPQRD.... Result: 1 (interaction). (3) The miRNA is hsa-miR-221-5p with sequence ACCUGGCAUACAAUGUAGAUUU. The protein sequence of the target gene is MESQEPTESSQNGKQYIISEELISEGKWVKLEKTTYMDPTGKTRTWESVKRTTRKEQTADGVAVIPVLQRTLHYECIVLVKQFRPPMGGYCIEFPAGLIDDGETPEAAALRELEEETGYKGDIAECSPAVCMDPGLSNCTIHIVTVTINGDDAENARPKPKPGDGEFVEVISLPKNDLLQRLDALVAEEHLTVDARVYSYALALKHANAKPFEVPFLKF. Result: 0 (no interaction).